Dataset: Reaction yield outcomes from USPTO patents with 853,638 reactions. Task: Predict the reaction yield, written as a fraction of the theoretical maximum amount of product (1.0 means a 100% yield; for example, 0.34 means a 34% yield). (1) The reactants are [CH2:1]([O:8][C:9]1[CH:10]=[C:11]2[C:16](=[CH:17][CH:18]=1)[C:15](=[O:19])[N:14]([CH2:20][CH:21]([CH3:23])[CH3:22])[C:13]([C:24](O)=[O:25])=[C:12]2[C:27]1[CH:32]=[CH:31][C:30]([F:33])=[CH:29][CH:28]=1)[C:2]1[CH:7]=[CH:6][CH:5]=[CH:4][CH:3]=1.C(Cl)(=O)C(Cl)=O.[BH4-].[Na+].Cl. The catalyst is O1CCCC1.CN(C)C=O.COCCOC. The product is [CH2:1]([O:8][C:9]1[CH:10]=[C:11]2[C:16](=[CH:17][CH:18]=1)[C:15](=[O:19])[N:14]([CH2:20][CH:21]([CH3:22])[CH3:23])[C:13]([CH2:24][OH:25])=[C:12]2[C:27]1[CH:28]=[CH:29][C:30]([F:33])=[CH:31][CH:32]=1)[C:2]1[CH:3]=[CH:4][CH:5]=[CH:6][CH:7]=1. The yield is 0.902. (2) The reactants are [N:1]12[CH2:8][CH2:7][CH:4]([CH2:5][CH2:6]1)[CH:3]([NH:9][C:10]([C:12]1[CH:13]=[CH:14][CH:15]=[C:16]3[O:20][C:19]([C:21]4[CH:29]=[CH:28][C:24]5=[CH:25][O:26][CH:27]=[C:23]5[CH:22]=4)=[N:18][C:17]=13)=[O:11])[CH2:2]2.[H][H]. The catalyst is [Pd].CO. The product is [N:1]12[CH2:8][CH2:7][CH:4]([CH2:5][CH2:6]1)[CH:3]([NH:9][C:10]([C:12]1[CH:13]=[CH:14][CH:15]=[C:16]3[O:20][C:19]([C:21]4[CH:22]=[CH:23][C:27]5[O:26][CH2:25][CH2:24][C:28]=5[CH:29]=4)=[N:18][C:17]=13)=[O:11])[CH2:2]2. The yield is 0.260. (3) The reactants are Br[CH2:2][C:3]([C:5]1[C:10]([CH3:11])=[CH:9][C:8]([C:12]2[CH:17]=[CH:16][CH:15]=[CH:14][CH:13]=2)=[CH:7][C:6]=1[CH3:18])=O.[NH2:19][C:20]([NH2:22])=[S:21]. The catalyst is CCO. The product is [CH3:18][C:6]1[CH:7]=[C:8]([C:12]2[CH:17]=[CH:16][CH:15]=[CH:14][CH:13]=2)[CH:9]=[C:10]([CH3:11])[C:5]=1[C:3]1[N:19]=[C:20]([NH2:22])[S:21][CH:2]=1. The yield is 0.280. (4) The reactants are [CH3:1][S:2]([C:5]1[CH:10]=[CH:9][C:8]([C:11](=[O:13])[CH3:12])=[CH:7][CH:6]=1)(=[O:4])=[O:3].[CH3:14][N:15]([CH:17](OC)OC)[CH3:16]. No catalyst specified. The product is [CH3:14][N:15]([CH3:17])/[CH:16]=[CH:12]/[C:11]([C:8]1[CH:9]=[CH:10][C:5]([S:2]([CH3:1])(=[O:3])=[O:4])=[CH:6][CH:7]=1)=[O:13]. The yield is 0.870. (5) The reactants are [H-].[Na+].[OH:3][C:4]1[C:12]2[N:11]=[C:10]([CH3:13])[N:9]([CH3:14])[C:8]=2[CH:7]=[C:6]([C:15]([O:17][CH3:18])=[O:16])[CH:5]=1.Cl[CH:20]1[C:29]2[C:24](=[CH:25][CH:26]=[CH:27][CH:28]=2)[O:23][CH2:22][CH2:21]1. The catalyst is CN(C)C=O. The product is [O:23]1[C:24]2[C:29](=[CH:28][CH:27]=[CH:26][CH:25]=2)[CH:20]([O:3][C:4]2[C:12]3[N:11]=[C:10]([CH3:13])[N:9]([CH3:14])[C:8]=3[CH:7]=[C:6]([C:15]([O:17][CH3:18])=[O:16])[CH:5]=2)[CH2:21][CH2:22]1. The yield is 0.610. (6) The reactants are Br[C:2]1[CH:18]=[CH:17][C:5]([O:6][C:7]2[CH:14]=[CH:13][C:10]([C:11]#[N:12])=[CH:9][C:8]=2[CH:15]=[O:16])=[CH:4][C:3]=1[CH2:19][O:20]C1CCCCO1.[B:27]1(B2OC(C)(C)C(C)(C)O2)OC(C)(C)C(C)(C)[O:28]1.C([O-])(=O)C.[K+]. The catalyst is O1CCOCC1.C1C=CC(P(C2C=CC=CC=2)[C-]2C=CC=C2)=CC=1.C1C=CC(P(C2C=CC=CC=2)[C-]2C=CC=C2)=CC=1.Cl[Pd]Cl.[Fe+2]. The product is [C:11]([C:10]1[CH:13]=[CH:14][C:7]([O:6][C:5]2[CH:17]=[CH:18][C:2]3[B:27]([OH:28])[O:20][CH2:19][C:3]=3[CH:4]=2)=[C:8]([CH:15]=[O:16])[CH:9]=1)#[N:12]. The yield is 0.350. (7) The reactants are [CH3:1][C:2]1[C:10]2[C:9](=[O:11])[NH:8][C:7]([CH2:12][CH2:13][CH3:14])=[N:6][C:5]=2[O:4][N:3]=1.[CH2:15](Br)[C:16]1[CH:21]=[CH:20][CH:19]=[CH:18][CH:17]=1.C(=O)([O-])[O-].[K+].[K+]. The catalyst is CN(C=O)C.O. The product is [CH2:15]([N:8]1[C:9](=[O:11])[C:10]2[C:2]([CH3:1])=[N:3][O:4][C:5]=2[N:6]=[C:7]1[CH2:12][CH2:13][CH3:14])[C:16]1[CH:21]=[CH:20][CH:19]=[CH:18][CH:17]=1. The yield is 0.680.